From a dataset of Forward reaction prediction with 1.9M reactions from USPTO patents (1976-2016). Predict the product of the given reaction. (1) Given the reactants [NH3:1].[S:2]1[CH:6]=[CH:5][CH:4]=[C:3]1[C:7]1[N:11]2[N:12]=[C:13]([S:16][CH2:17][C:18]([O:20]CC)=O)[CH:14]=[CH:15][C:10]2=[N:9][N:8]=1, predict the reaction product. The product is: [S:2]1[CH:6]=[CH:5][CH:4]=[C:3]1[C:7]1[N:11]2[N:12]=[C:13]([S:16][CH2:17][C:18]([NH2:1])=[O:20])[CH:14]=[CH:15][C:10]2=[N:9][N:8]=1. (2) Given the reactants [Cl:1][C:2]1[CH:3]=[CH:4][C:5]([CH3:9])=[C:6](N)[CH:7]=1.N([O-])=O.[Na+].[BrH:14], predict the reaction product. The product is: [Br:14][C:6]1[CH:7]=[C:2]([Cl:1])[CH:3]=[CH:4][C:5]=1[CH3:9]. (3) Given the reactants [CH3:1][CH:2]([CH3:26])[C:3]([C:5]1[O:6][C:7]2[CH:14]=[CH:13][C:12]([O:15][C:16]3[CH:21]=[CH:20][C:19]([C:22]([F:25])([F:24])[F:23])=[CH:18][N:17]=3)=[CH:11][C:8]=2[C:9]=1[CH3:10])=[O:4].[BH4-].[Na+].O, predict the reaction product. The product is: [CH3:1][CH:2]([CH3:26])[CH:3]([C:5]1[O:6][C:7]2[CH:14]=[CH:13][C:12]([O:15][C:16]3[CH:21]=[CH:20][C:19]([C:22]([F:24])([F:23])[F:25])=[CH:18][N:17]=3)=[CH:11][C:8]=2[C:9]=1[CH3:10])[OH:4]. (4) Given the reactants [CH3:1][N:2]([CH2:13][C:14]1[N:18]([CH2:19][CH2:20][C:21]#[N:22])[C:17]2[CH:23]=[CH:24][CH:25]=[CH:26][C:16]=2[N:15]=1)[CH:3]1[C:12]2[N:11]=[CH:10][CH:9]=[CH:8][C:7]=2[CH2:6][CH2:5][CH2:4]1.NCC1C=CC(CN2C3C=CC=CC=3N=C2CN(C)C2C3N=CC=CC=3CCC2)=CC=1, predict the reaction product. The product is: [NH2:22][CH2:21][CH2:20][CH2:19][N:18]1[C:17]2[CH:23]=[CH:24][CH:25]=[CH:26][C:16]=2[N:15]=[C:14]1[CH2:13][N:2]([CH3:1])[CH:3]1[C:12]2[N:11]=[CH:10][CH:9]=[CH:8][C:7]=2[CH2:6][CH2:5][CH2:4]1.